This data is from NCI-60 drug combinations with 297,098 pairs across 59 cell lines. The task is: Regression. Given two drug SMILES strings and cell line genomic features, predict the synergy score measuring deviation from expected non-interaction effect. (1) Drug 1: CCC1(CC2CC(C3=C(CCN(C2)C1)C4=CC=CC=C4N3)(C5=C(C=C6C(=C5)C78CCN9C7C(C=CC9)(C(C(C8N6C=O)(C(=O)OC)O)OC(=O)C)CC)OC)C(=O)OC)O.OS(=O)(=O)O. Drug 2: CN1C(=O)N2C=NC(=C2N=N1)C(=O)N. Cell line: MDA-MB-231. Synergy scores: CSS=10.8, Synergy_ZIP=-5.92, Synergy_Bliss=5.54, Synergy_Loewe=-21.6, Synergy_HSA=-1.74. (2) Drug 1: CC1C(C(CC(O1)OC2CC(CC3=C2C(=C4C(=C3O)C(=O)C5=C(C4=O)C(=CC=C5)OC)O)(C(=O)C)O)N)O.Cl. Drug 2: CC1C(C(CC(O1)OC2CC(OC(C2O)C)OC3=CC4=CC5=C(C(=O)C(C(C5)C(C(=O)C(C(C)O)O)OC)OC6CC(C(C(O6)C)O)OC7CC(C(C(O7)C)O)OC8CC(C(C(O8)C)O)(C)O)C(=C4C(=C3C)O)O)O)O. Cell line: HCT116. Synergy scores: CSS=50.1, Synergy_ZIP=0.480, Synergy_Bliss=-0.463, Synergy_Loewe=-14.4, Synergy_HSA=0.703.